This data is from Forward reaction prediction with 1.9M reactions from USPTO patents (1976-2016). The task is: Predict the product of the given reaction. Given the reactants C[O:2][C:3]([C:5]1[NH:9][C:8]2[CH:10]=[C:11]([NH:14][C:15]([C:17]3[CH:18]=[N:19][C:20]([C:23]4[CH:28]=[CH:27][CH:26]=[CH:25][CH:24]=4)=[N:21][CH:22]=3)=[O:16])[CH:12]=[CH:13][C:7]=2[N:6]=1)=[O:4].[Li+].[OH-], predict the reaction product. The product is: [C:23]1([C:20]2[N:19]=[CH:18][C:17]([C:15]([NH:14][C:11]3[CH:12]=[CH:13][C:7]4[N:6]=[C:5]([C:3]([OH:4])=[O:2])[NH:9][C:8]=4[CH:10]=3)=[O:16])=[CH:22][N:21]=2)[CH:24]=[CH:25][CH:26]=[CH:27][CH:28]=1.